Dataset: Catalyst prediction with 721,799 reactions and 888 catalyst types from USPTO. Task: Predict which catalyst facilitates the given reaction. (1) Reactant: [Cl:1][C:2]1[CH:7]=[CH:6][C:5]([C:8]2[C:14]3[CH:15]=[C:16]([O:19][CH3:20])[CH:17]=[CH:18][C:13]=3[N:12]3[C:21]([CH3:24])=[N:22][N:23]=[C:11]3[C@H:10]([CH2:25][C:26](O)=[O:27])[N:9]=2)=[CH:4][CH:3]=1.[CH3:29][CH2:30][N:31](C(C)C)C(C)C.CN(C(ON1N=NC2C=CC=NC1=2)=[N+](C)C)C.F[P-](F)(F)(F)(F)F.C(N)C. Product: [Cl:1][C:2]1[CH:7]=[CH:6][C:5]([C:8]2[C:14]3[CH:15]=[C:16]([O:19][CH3:20])[CH:17]=[CH:18][C:13]=3[N:12]3[C:21]([CH3:24])=[N:22][N:23]=[C:11]3[C@H:10]([CH2:25][C:26]([NH:31][CH2:30][CH3:29])=[O:27])[N:9]=2)=[CH:4][CH:3]=1. The catalyst class is: 1. (2) Reactant: [CH2:1]([N:8]1[C:16]2[C:15](=[O:17])[N:14]([CH2:18][CH2:19][CH2:20][OH:21])[C:13](=[O:22])[NH:12][C:11]=2[N:10]=[C:9]1[Cl:23])[C:2]1[CH:7]=[CH:6][CH:5]=[CH:4][CH:3]=1.I[CH2:25][CH3:26].C(=O)([O-])[O-].[K+].[K+]. Product: [CH2:1]([N:8]1[C:16]2[C:15](=[O:17])[N:14]([CH2:18][CH2:19][CH2:20][OH:21])[C:13](=[O:22])[N:12]([CH2:25][CH3:26])[C:11]=2[N:10]=[C:9]1[Cl:23])[C:2]1[CH:7]=[CH:6][CH:5]=[CH:4][CH:3]=1. The catalyst class is: 39. (3) Product: [Cl:1][C:2]1[CH:11]=[C:10]([C:12]([Cl:18])=[O:14])[C:9]2[C:4](=[CH:5][CH:6]=[CH:7][CH:8]=2)[N:3]=1. Reactant: [Cl:1][C:2]1[CH:11]=[C:10]([C:12]([OH:14])=O)[C:9]2[C:4](=[CH:5][CH:6]=[CH:7][CH:8]=2)[N:3]=1.C(Cl)(=O)C([Cl:18])=O. The catalyst class is: 59. (4) Reactant: [CH2:1]([C:3]1[CH:27]=[CH:26][C:6]([O:7][C:8]2[CH:9]=[CH:10][C:11]([N+:23]([O-])=O)=[C:12]([CH2:14][NH:15][C:16](=[O:22])[O:17][C:18]([CH3:21])([CH3:20])[CH3:19])[CH:13]=2)=[CH:5][CH:4]=1)[CH3:2].[Cl-].[NH4+].C(O)C. Product: [NH2:23][C:11]1[CH:10]=[CH:9][C:8]([O:7][C:6]2[CH:5]=[CH:4][C:3]([CH2:1][CH3:2])=[CH:27][CH:26]=2)=[CH:13][C:12]=1[CH2:14][NH:15][C:16](=[O:22])[O:17][C:18]([CH3:21])([CH3:20])[CH3:19]. The catalyst class is: 150. (5) Reactant: C[O:2][C:3]([CH:5]1[CH2:10][N:9]([C:11]([O:13][C:14]([CH3:17])([CH3:16])[CH3:15])=[O:12])[C:8]2[CH:18]=[C:19]([Cl:30])[C:20]([NH:22][C:23]([O:25][C:26]([CH3:29])([CH3:28])[CH3:27])=[O:24])=[CH:21][C:7]=2[O:6]1)=[O:4].[Li+].[OH-]. Product: [C:14]([O:13][C:11]([N:9]1[C:8]2[CH:18]=[C:19]([Cl:30])[C:20]([NH:22][C:23]([O:25][C:26]([CH3:28])([CH3:27])[CH3:29])=[O:24])=[CH:21][C:7]=2[O:6][CH:5]([C:3]([OH:4])=[O:2])[CH2:10]1)=[O:12])([CH3:15])([CH3:16])[CH3:17]. The catalyst class is: 20. (6) Reactant: [CH3:1][C:2]1[CH2:3][CH:4]([CH:9]2[CH2:14][CH2:13][N:12]([C:15]([O:17][CH2:18][C:19]3[CH:24]=[CH:23][CH:22]=[CH:21][CH:20]=3)=[O:16])[CH2:11][CH2:10]2)[C:5](=[O:8])[NH:6][N:7]=1. Product: [CH3:1][C:2]1[CH:3]=[C:4]([CH:9]2[CH2:14][CH2:13][N:12]([C:15]([O:17][CH2:18][C:19]3[CH:20]=[CH:21][CH:22]=[CH:23][CH:24]=3)=[O:16])[CH2:11][CH2:10]2)[C:5](=[O:8])[NH:6][N:7]=1. The catalyst class is: 879. (7) Reactant: C(O[C:4](=[O:17])[C:5]([F:16])([F:15])[CH2:6][CH2:7][CH2:8][C:9]1[CH:14]=[CH:13][CH:12]=[CH:11][CH:10]=1)C.[F:18][C:19]([Si](C)(C)C)([F:21])[F:20].[F-].[Cs+].Cl. Product: [F:18][C:19]([F:21])([F:20])[C:4](=[O:17])[C:5]([F:15])([F:16])[CH2:6][CH2:7][CH2:8][C:9]1[CH:10]=[CH:11][CH:12]=[CH:13][CH:14]=1. The catalyst class is: 843. (8) Reactant: [C:1]([O:5][C:6](=[O:12])[N:7]([CH2:9][CH2:10][NH2:11])[CH3:8])([CH3:4])([CH3:3])[CH3:2].C(N(CC)CC)C.Cl[C:21]1[N:26]=[C:25]([O:27][CH3:28])[C:24]([N+:29]([O-:31])=[O:30])=[C:23]([O:32][CH3:33])[N:22]=1. Product: [CH3:28][O:27][C:25]1[C:24]([N+:29]([O-:31])=[O:30])=[C:23]([O:32][CH3:33])[N:22]=[C:21]([NH:11][CH2:10][CH2:9][N:7]([CH3:8])[C:6](=[O:12])[O:5][C:1]([CH3:4])([CH3:2])[CH3:3])[N:26]=1. The catalyst class is: 8.